From a dataset of Reaction yield outcomes from USPTO patents with 853,638 reactions. Predict the reaction yield, written as a fraction of the theoretical maximum amount of product (1.0 means a 100% yield; for example, 0.34 means a 34% yield). (1) The reactants are [CH3:1][C:2]([C@@H:4]1[C@@:8]2([CH3:23])[CH2:9][CH2:10][C@@H:11]3[C@@:16]4([CH3:22])[CH2:17][CH2:18][C@H:19]([OH:21])[CH2:20][C:15]4=[CH:14][CH2:13][C@H:12]3[C@@H:7]2[CH2:6][CH2:5]1)=[O:3].N1C=CN=C1.[CH:29]([Si:32](Cl)([CH:36]([CH3:38])[CH3:37])[CH:33]([CH3:35])[CH3:34])([CH3:31])[CH3:30]. The catalyst is CN(C=O)C.C(Cl)Cl. The product is [CH:29]([Si:32]([CH:36]([CH3:38])[CH3:37])([CH:33]([CH3:35])[CH3:34])[O:21][C@H:19]1[CH2:18][CH2:17][C@@:16]2([CH3:22])[C:15](=[CH:14][CH2:13][C@@H:12]3[C@@H:11]2[CH2:10][CH2:9][C@@:8]2([CH3:23])[C@H:7]3[CH2:6][CH2:5][C@@H:4]2[C:2](=[O:3])[CH3:1])[CH2:20]1)([CH3:31])[CH3:30]. The yield is 0.740. (2) The reactants are [NH2:1][C:2]1[CH:3]=[C:4]([C:9]([CH3:12])=[CH:10][CH:11]=1)[C:5]([O:7][CH3:8])=[O:6].C(N([CH2:18][CH3:19])CC)C.[Cl-:20]. The catalyst is ClCCl. The product is [CH3:8][O:7][C:5](=[O:6])[C:4]1[CH:3]=[C:2]([NH:1][C:5](=[O:6])[C:4]2[CH:9]=[CH:10][C:19]([CH2:18][Cl:20])=[CH:2][CH:3]=2)[CH:11]=[CH:10][C:9]=1[CH3:12]. The yield is 0.660. (3) The catalyst is C1C=CC(P(C2C=CC=CC=2)[C-]2C=CC=C2)=CC=1.C1C=CC(P(C2C=CC=CC=2)[C-]2C=CC=C2)=CC=1.Cl[Pd]Cl.[Fe+2].O. The product is [CH3:25][O:24][C:20]1[CH:21]=[C:22]2[C:17](=[CH:18][CH:19]=1)[CH2:16][N:15]([C:11]1[N:10]=[C:9]([NH:8][C:5]3[CH:6]=[CH:7][C:2]([C:29]4[CH:30]=[CH:31][N:26]=[CH:27][CH:28]=4)=[CH:3][CH:4]=3)[CH:14]=[CH:13][N:12]=1)[CH2:23]2. The yield is 0.676. The reactants are Br[C:2]1[CH:7]=[CH:6][C:5]([NH:8][C:9]2[CH:14]=[CH:13][N:12]=[C:11]([N:15]3[CH2:23][C:22]4[C:17](=[CH:18][CH:19]=[C:20]([O:24][CH3:25])[CH:21]=4)[CH2:16]3)[N:10]=2)=[CH:4][CH:3]=1.[N:26]1[CH:31]=[CH:30][C:29](B(O)O)=[CH:28][CH:27]=1.C([O-])([O-])=O.[K+].[K+].O1CCOCC1. (4) The reactants are [F:1][C:2]([F:17])([F:16])[C:3]([NH:5][C:6]1[CH:7]=[CH:8][CH:9]=[C:10]2[C:15]=1[N:14]=[CH:13][CH:12]=[CH:11]2)=[O:4].[Cl:18][S:19](O)(=[O:21])=[O:20]. The catalyst is CCOC(C)=O. The product is [F:17][C:2]([F:1])([F:16])[C:3]([NH:5][C:6]1[C:15]2[N:14]=[CH:13][CH:12]=[CH:11][C:10]=2[C:9]([S:19]([Cl:18])(=[O:21])=[O:20])=[CH:8][CH:7]=1)=[O:4]. The yield is 0.310. (5) The reactants are [F:1][C:2]1[CH:7]=[CH:6][C:5]([S:8]([NH:11][CH3:12])(=[O:10])=[O:9])=[CH:4][C:3]=1[N+:13]([O-])=O. The catalyst is C1COCC1.[Pd]. The product is [NH2:13][C:3]1[CH:4]=[C:5]([S:8]([NH:11][CH3:12])(=[O:9])=[O:10])[CH:6]=[CH:7][C:2]=1[F:1]. The yield is 0.890. (6) The reactants are [C:1]1([NH2:8])[CH:6]=[CH:5][CH:4]=[C:3]([NH2:7])[CH:2]=1.C(N(CC)C(C)C)(C)C.Cl[C:19]([O:21][CH2:22][C:23]1[CH:28]=[CH:27][CH:26]=[CH:25][CH:24]=1)=[O:20].C([O-])(O)=O.[Na+]. The catalyst is C(Cl)Cl. The product is [NH2:7][C:3]1[CH:2]=[C:1]([NH:8][C:19](=[O:20])[O:21][CH2:22][C:23]2[CH:28]=[CH:27][CH:26]=[CH:25][CH:24]=2)[CH:6]=[CH:5][CH:4]=1. The yield is 0.710. (7) The reactants are [NH:1]([C:8]([C@H:10]1[N:14]2[C:15](=[O:37])[C:16]([N:19]([CH2:30][C:31]3[CH:36]=[CH:35][CH:34]=[CH:33][CH:32]=3)[C:20](=[O:29])[O:21][CH2:22][C:23]3[CH:28]=[CH:27][CH:26]=[CH:25][CH:24]=3)=[CH:17][N:18]=[C:13]2[CH2:12][CH2:11]1)=[O:9])[C:2]1[CH:7]=[CH:6][CH:5]=[CH:4][CH:3]=1.[Li+].C[Si]([N-][Si](C)(C)C)(C)C.Br[CH2:49][C:50]([O:52][C:53]([CH3:56])([CH3:55])[CH3:54])=[O:51]. The catalyst is C1COCC1. The product is [NH:1]([C:8]([C@H:10]1[N:14]2[C:15](=[O:37])[C:16]([N:19]([CH2:30][C:31]3[CH:32]=[CH:33][CH:34]=[CH:35][CH:36]=3)[C:20]([O:21][CH2:22][C:23]3[CH:24]=[CH:25][CH:26]=[CH:27][CH:28]=3)=[O:29])=[CH:17][N:18]=[C:13]2[C@@H:12]([CH2:49][C:50]([O:52][C:53]([CH3:56])([CH3:55])[CH3:54])=[O:51])[CH2:11]1)=[O:9])[C:2]1[CH:7]=[CH:6][CH:5]=[CH:4][CH:3]=1. The yield is 0.890.